Dataset: Reaction yield outcomes from USPTO patents with 853,638 reactions. Task: Predict the reaction yield, written as a fraction of the theoretical maximum amount of product (1.0 means a 100% yield; for example, 0.34 means a 34% yield). (1) The reactants are [NH2:1][C:2]1[CH:26]=[CH:25][C:5]([O:6][C:7]2[CH:12]=[CH:11][N:10]=[C:9]3[CH:13]=[C:14]([NH:16][C:17]4[CH:22]=[CH:21][CH:20]=[C:19]([O:23][CH3:24])[CH:18]=4)[S:15][C:8]=23)=[C:4]([F:27])[CH:3]=1.[CH3:28][O:29][C:30]1[CH:35]=[CH:34][CH:33]=[CH:32][C:31]=1[CH2:36][C:37]([N:39]=[C:40]=[S:41])=[O:38]. The catalyst is CCO.C1(C)C=CC=CC=1. The product is [F:27][C:4]1[CH:3]=[C:2]([NH:1][C:40]([NH:39][C:37](=[O:38])[CH2:36][C:31]2[CH:32]=[CH:33][CH:34]=[CH:35][C:30]=2[O:29][CH3:28])=[S:41])[CH:26]=[CH:25][C:5]=1[O:6][C:7]1[CH:12]=[CH:11][N:10]=[C:9]2[CH:13]=[C:14]([NH:16][C:17]3[CH:22]=[CH:21][CH:20]=[C:19]([O:23][CH3:24])[CH:18]=3)[S:15][C:8]=12. The yield is 0.240. (2) The reactants are [CH2:1]([C:3]([C:22]1[CH:27]=[CH:26][C:25](/[CH:28]=[CH:29]/[C:30]([C:36]([F:39])([F:38])[F:37])([OH:35])[C:31]([F:34])([F:33])[F:32])=[C:24]([CH3:40])[CH:23]=1)([C:6]1[CH:11]=[CH:10][C:9](B2OC(C)(C)C(C)(C)O2)=[C:8]([CH3:21])[CH:7]=1)[CH2:4][CH3:5])[CH3:2].[CH2:41]([O:43][C:44](=[O:52])[CH2:45][C:46]1[N:47]=[C:48](Br)[S:49][CH:50]=1)[CH3:42].P([O-])([O-])([O-])=O.[K+].[K+].[K+]. The catalyst is C1C=CC([P]([Pd]([P](C2C=CC=CC=2)(C2C=CC=CC=2)C2C=CC=CC=2)([P](C2C=CC=CC=2)(C2C=CC=CC=2)C2C=CC=CC=2)[P](C2C=CC=CC=2)(C2C=CC=CC=2)C2C=CC=CC=2)(C2C=CC=CC=2)C2C=CC=CC=2)=CC=1.O. The product is [CH2:41]([O:43][C:44](=[O:52])[CH2:45][C:46]1[N:47]=[C:48]([C:9]2[CH:10]=[CH:11][C:6]([C:3]([CH2:4][CH3:5])([C:22]3[CH:27]=[CH:26][C:25](/[CH:28]=[CH:29]/[C:30]([OH:35])([C:36]([F:38])([F:39])[F:37])[C:31]([F:34])([F:33])[F:32])=[C:24]([CH3:40])[CH:23]=3)[CH2:1][CH3:2])=[CH:7][C:8]=2[CH3:21])[S:49][CH:50]=1)[CH3:42]. The yield is 0.390. (3) The reactants are [Cl:1][C:2]1[CH:7]=[C:6]([Cl:8])[CH:5]=[CH:4][C:3]=1[S:9]([NH:12][CH2:13][C:14]([N:16]1[CH2:21][CH2:20][NH:19][CH2:18][C@@H:17]1[CH3:22])=[O:15])(=[O:11])=[O:10].C(Cl)CCl.C1C=C2C(N(O)N=NC2=CC=1)=O.[S:39]1[C:43]2[CH:44]=[CH:45][CH:46]=[CH:47][C:42]=2[CH:41]=[C:40]1[C:48]([NH:50][C@H:51]([C:56](O)=[O:57])[CH2:52][CH:53]([CH3:55])[CH3:54])=[O:49].CN1CCOCC1.C([O-])(O)=O.[Na+].Cl. The catalyst is C(Cl)Cl.[Cl-].[Na+].O. The product is [Cl:1][C:2]1[CH:7]=[C:6]([Cl:8])[CH:5]=[CH:4][C:3]=1[S:9]([NH:12][CH2:13][C:14]([N:16]1[CH2:21][CH2:20][N:19]([C:56]([C@@H:51]([NH:50][C:48]([C:40]2[S:39][C:43]3[CH:44]=[CH:45][CH:46]=[CH:47][C:42]=3[CH:41]=2)=[O:49])[CH2:52][CH:53]([CH3:55])[CH3:54])=[O:57])[CH2:18][C@@H:17]1[CH3:22])=[O:15])(=[O:11])=[O:10]. The yield is 0.740. (4) The reactants are CC1(C)C(C)(C)OB([C:9]2[CH:10]=[CH:11][C:12]3[C:13]4[CH:21]=[N:20][N:19](C(=O)C)[C:14]=4[N:15]=[CH:16][C:17]=3[CH:18]=2)O1.Br[C:27]1[C:28]([Cl:41])=[C:29]([NH:34][S:35]([CH2:38][CH2:39][CH3:40])(=[O:37])=[O:36])[CH:30]=[CH:31][C:32]=1[F:33].C([O-])([O-])=O.[Na+].[Na+]. The catalyst is CN(C=O)C.O.C1C=CC(P(C2C=CC=CC=2)[C-]2C=CC=C2)=CC=1.C1C=CC(P(C2C=CC=CC=2)[C-]2C=CC=C2)=CC=1.Cl[Pd]Cl.[Fe+2]. The product is [Cl:41][C:28]1[C:27]([C:9]2[CH:10]=[CH:11][C:12]3[C:13]4[CH:21]=[N:20][NH:19][C:14]=4[N:15]=[CH:16][C:17]=3[CH:18]=2)=[C:32]([F:33])[CH:31]=[CH:30][C:29]=1[NH:34][S:35]([CH2:38][CH2:39][CH3:40])(=[O:37])=[O:36]. The yield is 0.0900. (5) The reactants are [Cl-].O[NH3+:3].[C:4](=[O:7])([O-])[OH:5].[Na+].CS(C)=O.[CH3:13][O:14][CH:15]([C:46]([CH3:49])([CH3:48])[CH3:47])[CH2:16][N:17]1[C:22](=[O:23])[C:21]([CH2:24][C:25]2[CH:30]=[CH:29][C:28]([C:31]3[C:32]([C:37]#[N:38])=[CH:33][CH:34]=[CH:35][CH:36]=3)=[CH:27][CH:26]=2)=[C:20]([CH2:39][CH2:40][CH3:41])[N:19]2[N:42]=[C:43]([CH3:45])[N:44]=[C:18]12. The catalyst is C(OCC)(=O)C. The product is [CH3:13][O:14][CH:15]([C:46]([CH3:48])([CH3:47])[CH3:49])[CH2:16][N:17]1[C:22](=[O:23])[C:21]([CH2:24][C:25]2[CH:26]=[CH:27][C:28]([C:31]3[CH:36]=[CH:35][CH:34]=[CH:33][C:32]=3[C:37]3[NH:3][C:4](=[O:7])[O:5][N:38]=3)=[CH:29][CH:30]=2)=[C:20]([CH2:39][CH2:40][CH3:41])[N:19]2[N:42]=[C:43]([CH3:45])[N:44]=[C:18]12. The yield is 0.230. (6) The reactants are [Cl:1][C:2]1[CH:9]=[C:8]([Cl:10])[CH:7]=[CH:6][C:3]=1[CH:4]=[O:5].[Cl:11][C:12]1[CH:17]=[CH:16][C:15]([Mg]Br)=[CH:14][CH:13]=1. The catalyst is C(OCC)C. The product is [Cl:1][C:2]1[CH:9]=[C:8]([Cl:10])[CH:7]=[CH:6][C:3]=1[CH:4]([OH:5])[C:15]1[CH:16]=[CH:17][C:12]([Cl:11])=[CH:13][CH:14]=1. The yield is 0.730. (7) The reactants are Br[C:2]1[CH:7]=[C:6]([C:8]([CH3:11])([CH3:10])[CH3:9])[CH:5]=[CH:4][C:3]=1[OH:12].[CH:13]([C:15]1[O:19][C:18](B(O)O)=[CH:17][CH:16]=1)=[O:14].C(=O)([O-])[O-].[Na+].[Na+].COCCOC. The catalyst is C(OC)(C)(C)C.O. The product is [C:8]([C:6]1[CH:5]=[CH:4][C:3]([OH:12])=[C:2]([C:18]2[O:19][C:15]([CH:13]=[O:14])=[CH:16][CH:17]=2)[CH:7]=1)([CH3:11])([CH3:10])[CH3:9]. The yield is 0.0700. (8) The reactants are C([O:5][C:6](=[O:30])[CH2:7][O:8][C:9]1[CH:14]=[CH:13][C:12]([C:15]2[N:16]([CH2:28][CH3:29])[C:17]3[C:22]([C:23]=2[C:24]#[N:25])=[CH:21][CH:20]=[C:19]([O:26][CH3:27])[CH:18]=3)=[CH:11][CH:10]=1)(C)(C)C. The catalyst is C(O)(C(F)(F)F)=O.C(Cl)Cl. The product is [C:24]([C:23]1[C:22]2[C:17](=[CH:18][C:19]([O:26][CH3:27])=[CH:20][CH:21]=2)[N:16]([CH2:28][CH3:29])[C:15]=1[C:12]1[CH:13]=[CH:14][C:9]([O:8][CH2:7][C:6]([OH:30])=[O:5])=[CH:10][CH:11]=1)#[N:25]. The yield is 0.990. (9) The product is [Br:11][CH2:9][CH2:8][C:4]1[S:5][CH:6]=[CH:7][C:3]=1[CH2:2][Br:12]. The catalyst is ClCCl. The yield is 0.800. The reactants are O[CH2:2][C:3]1[CH:7]=[CH:6][S:5][C:4]=1[CH2:8][CH2:9]O.[Br-:11].[Br-:12].C1(P(C2C=CC=CC=2)C2C=CC=CC=2)C=CC=CC=1.CCCCCC.C(OCC)(=O)C. (10) The reactants are Cl.[CH2:2]([N:5]1[C@@H:10]([CH3:11])[CH2:9][N:8]([C@@H:12]([C:25]2[CH:30]=[CH:29][CH:28]=[C:27]([O:31][Si](C(C)(C)C)(C)C)[CH:26]=2)[C:13]2[CH:18]=[CH:17][C:16]([S:19]([N:22]([CH3:24])[CH3:23])(=[O:21])=[O:20])=[CH:15][CH:14]=2)[C@H:7]([CH3:39])[CH2:6]1)[CH:3]=[CH2:4].O. The catalyst is C1COCC1. The product is [CH2:2]([N:5]1[C@@H:10]([CH3:11])[CH2:9][N:8]([C@@H:12]([C:25]2[CH:30]=[CH:29][CH:28]=[C:27]([OH:31])[CH:26]=2)[C:13]2[CH:14]=[CH:15][C:16]([S:19]([N:22]([CH3:24])[CH3:23])(=[O:20])=[O:21])=[CH:17][CH:18]=2)[C@H:7]([CH3:39])[CH2:6]1)[CH:3]=[CH2:4]. The yield is 0.700.